From a dataset of Full USPTO retrosynthesis dataset with 1.9M reactions from patents (1976-2016). Predict the reactants needed to synthesize the given product. (1) Given the product [Cl:31][C:28]1[CH:29]=[CH:30][C:25]([CH:10]2[C:5]3[N:6]([CH:7]([CH3:9])[CH3:8])[C:2]([C:36]4[CH2:37][CH2:38][N:33]([CH3:32])[CH2:34][CH:35]=4)=[N:3][C:4]=3[C:12](=[O:13])[N:11]2[C:14]2[CH:15]=[C:16]([CH3:24])[C:17]3[N:21]=[N:20][N:19]([CH3:22])[C:18]=3[CH:23]=2)=[CH:26][CH:27]=1, predict the reactants needed to synthesize it. The reactants are: Br[C:2]1[N:6]([CH:7]([CH3:9])[CH3:8])[C:5]2[CH:10]([C:25]3[CH:30]=[CH:29][C:28]([Cl:31])=[CH:27][CH:26]=3)[N:11]([C:14]3[CH:15]=[C:16]([CH3:24])[C:17]4[N:21]=[N:20][N:19]([CH3:22])[C:18]=4[CH:23]=3)[C:12](=[O:13])[C:4]=2[N:3]=1.[CH3:32][N:33]1[CH2:38][CH:37]=[C:36](B2OC(C)(C)C(C)(C)O2)[CH2:35][CH2:34]1.C([O-])(O)=O.[Na+]. (2) Given the product [Cl:28][C:29]1[CH:30]=[C:31]([C:36]2[C:44]([C:45]([NH2:47])=[O:46])=[C:39]3[CH2:40][N:41]([C:52]([NH:25][C:3]4([CH:2]([F:1])[F:10])[CH2:4][CH2:5][CH2:6]4)=[O:51])[CH2:42][CH2:43][N:38]3[N:37]=2)[CH:32]=[CH:33][C:34]=1[F:35], predict the reactants needed to synthesize it. The reactants are: [F:1][CH:2]([F:10])[C:3]1(C(O)=O)[CH2:6][CH2:5][CH2:4]1.C1C=CC(P([N:25]=[N+]=[N-])(C2C=CC=CC=2)=O)=CC=1.[Cl:28][C:29]1[CH:30]=[C:31]([C:36]2[C:44]([C:45]([NH2:47])=[O:46])=[C:39]3[CH2:40][NH:41][CH2:42][CH2:43][N:38]3[N:37]=2)[CH:32]=[CH:33][C:34]=1[F:35].C1[CH2:52][O:51]CC1.